The task is: Predict the product of the given reaction.. This data is from Forward reaction prediction with 1.9M reactions from USPTO patents (1976-2016). The product is: [F:18][C:19]1[C:24]([F:25])=[CH:23][CH:22]=[CH:21][C:20]=1[C:26]1[N:34]=[C:29]2[CH:30]=[N:31][N:32]([CH2:10][C:9]3[CH:16]=[CH:17][C:6]([N:1]4[CH:5]=[CH:4][CH:3]=[N:2]4)=[CH:7][CH:8]=3)[CH:33]=[C:28]2[N:27]=1. Given the reactants [N:1]1([C:6]2[CH:17]=[CH:16][C:9]([CH2:10]OS(C)(=O)=O)=[CH:8][CH:7]=2)[CH:5]=[CH:4][CH:3]=[N:2]1.[F:18][C:19]1[C:24]([F:25])=[CH:23][CH:22]=[CH:21][C:20]=1[C:26]1[N:34]=[C:29]2[CH:30]=[N:31][NH:32][CH:33]=[C:28]2[N:27]=1, predict the reaction product.